From a dataset of NCI-60 drug combinations with 297,098 pairs across 59 cell lines. Regression. Given two drug SMILES strings and cell line genomic features, predict the synergy score measuring deviation from expected non-interaction effect. (1) Drug 1: CC1C(C(=O)NC(C(=O)N2CCCC2C(=O)N(CC(=O)N(C(C(=O)O1)C(C)C)C)C)C(C)C)NC(=O)C3=C4C(=C(C=C3)C)OC5=C(C(=O)C(=C(C5=N4)C(=O)NC6C(OC(=O)C(N(C(=O)CN(C(=O)C7CCCN7C(=O)C(NC6=O)C(C)C)C)C)C(C)C)C)N)C. Drug 2: CC(C)CN1C=NC2=C1C3=CC=CC=C3N=C2N. Cell line: DU-145. Synergy scores: CSS=23.2, Synergy_ZIP=-7.84, Synergy_Bliss=-2.28, Synergy_Loewe=-15.1, Synergy_HSA=-4.41. (2) Drug 2: CC1=CC=C(C=C1)C2=CC(=NN2C3=CC=C(C=C3)S(=O)(=O)N)C(F)(F)F. Drug 1: C1=CC(=CC=C1CCC2=CNC3=C2C(=O)NC(=N3)N)C(=O)NC(CCC(=O)O)C(=O)O. Synergy scores: CSS=9.73, Synergy_ZIP=-2.63, Synergy_Bliss=-0.907, Synergy_Loewe=-12.4, Synergy_HSA=-2.61. Cell line: SK-MEL-28. (3) Drug 1: COC1=C(C=C2C(=C1)N=CN=C2NC3=CC(=C(C=C3)F)Cl)OCCCN4CCOCC4. Drug 2: CC1CCCC2(C(O2)CC(NC(=O)CC(C(C(=O)C(C1O)C)(C)C)O)C(=CC3=CSC(=N3)C)C)C. Cell line: HCT-15. Synergy scores: CSS=28.9, Synergy_ZIP=1.60, Synergy_Bliss=0.354, Synergy_Loewe=-0.343, Synergy_HSA=-0.842. (4) Drug 1: CC1C(C(CC(O1)OC2CC(OC(C2O)C)OC3=CC4=CC5=C(C(=O)C(C(C5)C(C(=O)C(C(C)O)O)OC)OC6CC(C(C(O6)C)O)OC7CC(C(C(O7)C)O)OC8CC(C(C(O8)C)O)(C)O)C(=C4C(=C3C)O)O)O)O. Drug 2: CC1=C(C(=O)C2=C(C1=O)N3CC4C(C3(C2COC(=O)N)OC)N4)N. Cell line: NCI-H522. Synergy scores: CSS=42.5, Synergy_ZIP=-1.39, Synergy_Bliss=-2.08, Synergy_Loewe=-2.84, Synergy_HSA=0.442. (5) Drug 1: CC12CCC3C(C1CCC2O)C(CC4=C3C=CC(=C4)O)CCCCCCCCCS(=O)CCCC(C(F)(F)F)(F)F. Drug 2: C1=NC2=C(N1)C(=S)N=CN2. Cell line: SK-OV-3. Synergy scores: CSS=27.6, Synergy_ZIP=-5.07, Synergy_Bliss=-0.503, Synergy_Loewe=-5.05, Synergy_HSA=1.77. (6) Drug 1: CN(C)N=NC1=C(NC=N1)C(=O)N. Drug 2: CCCCCOC(=O)NC1=NC(=O)N(C=C1F)C2C(C(C(O2)C)O)O. Cell line: SK-MEL-2. Synergy scores: CSS=-2.16, Synergy_ZIP=0.976, Synergy_Bliss=-3.19, Synergy_Loewe=-7.98, Synergy_HSA=-6.36. (7) Synergy scores: CSS=47.9, Synergy_ZIP=-9.07, Synergy_Bliss=-1.42, Synergy_Loewe=3.33, Synergy_HSA=5.35. Cell line: SK-MEL-28. Drug 1: C1=CN(C(=O)N=C1N)C2C(C(C(O2)CO)O)O.Cl. Drug 2: CC1=C(C(=O)C2=C(C1=O)N3CC4C(C3(C2COC(=O)N)OC)N4)N.